Dataset: Forward reaction prediction with 1.9M reactions from USPTO patents (1976-2016). Task: Predict the product of the given reaction. (1) Given the reactants [C:1]1([C:7]2[O:8][C:9]([C:15]([F:18])([F:17])[F:16])=[C:10]([C:12]([OH:14])=O)[N:11]=2)[CH:6]=[CH:5][CH:4]=[CH:3][CH:2]=1.[NH2:19][C:20]1[CH:21]=[CH:22][C:23]([N:26]([CH3:30])[C:27](=[O:29])[CH3:28])=[N:24][CH:25]=1.F[P-](F)(F)(F)(F)F.Br[P+](N1CCCC1)(N1CCCC1)N1CCCC1.C(N(CC)CC)C, predict the reaction product. The product is: [C:27]([N:26]([CH3:30])[C:23]1[N:24]=[CH:25][C:20]([NH:19][C:12]([C:10]2[N:11]=[C:7]([C:1]3[CH:2]=[CH:3][CH:4]=[CH:5][CH:6]=3)[O:8][C:9]=2[C:15]([F:18])([F:17])[F:16])=[O:14])=[CH:21][CH:22]=1)(=[O:29])[CH3:28]. (2) Given the reactants C[O:2][C:3](=[O:35])[CH2:4][N:5]1[CH2:10][CH2:9][C:8]([CH2:19][NH:20][C:21]([NH2:34])=[N:22][C:23]([C:25]2[C:30]([NH2:31])=[N:29][C:28]([NH2:32])=[C:27]([Cl:33])[N:26]=2)=[O:24])([CH2:11][CH2:12][C:13]2[CH:18]=[CH:17][CH:16]=[CH:15][CH:14]=2)[CH2:7][CH2:6]1.Cl, predict the reaction product. The product is: [NH2:31][C:30]1[C:25]([C:23]([N:22]=[C:21]([NH2:34])[NH:20][CH2:19][C:8]2([CH2:11][CH2:12][C:13]3[CH:14]=[CH:15][CH:16]=[CH:17][CH:18]=3)[CH2:7][CH2:6][N:5]([CH2:4][C:3]([OH:35])=[O:2])[CH2:10][CH2:9]2)=[O:24])=[N:26][C:27]([Cl:33])=[C:28]([NH2:32])[N:29]=1. (3) The product is: [Cl:1][C:2]1[N:7]=[C:6]([CH2:23][C:22]2[CH:25]=[CH:26][C:19]([Cl:18])=[CH:20][CH:21]=2)[CH:5]=[C:4]([C:9]([CH3:16])([O:11][Si:12]([CH3:15])([CH3:14])[CH3:13])[CH3:10])[N:3]=1. Given the reactants [Cl:1][C:2]1[N:7]=[C:6](Cl)[CH:5]=[C:4]([C:9]([CH3:16])([O:11][Si:12]([CH3:15])([CH3:14])[CH3:13])[CH3:10])[N:3]=1.[Cl-].[Cl:18][C:19]1[CH:26]=[CH:25][C:22]([CH2:23][Zn+])=[CH:21][CH:20]=1.[Cl-].[NH4+], predict the reaction product. (4) Given the reactants [NH2:1][CH2:2][CH2:3][CH2:4][CH2:5][CH2:6][C:7]([OH:9])=[O:8].S(=O)(=O)(O)O.O.[CH3:16]O, predict the reaction product. The product is: [NH2:1][CH2:2][CH2:3][CH2:4][CH2:5][CH2:6][C:7]([O:9][CH3:16])=[O:8]. (5) Given the reactants [Cl:1][C:2]1[CH:3]=[C:4]([C:12]2[N:16]=[C:15]([C:17]3[CH:22]=[CH:21][C:20]([NH:23][CH2:24][CH2:25][CH2:26][P:27](=[O:34])([O:31]CC)[O:28]CC)=[CH:19][CH:18]=3)[O:14][N:13]=2)[CH:5]=[CH:6][C:7]=1[O:8][CH:9]([CH3:11])[CH3:10].Br[Si](C)(C)C, predict the reaction product. The product is: [Cl:1][C:2]1[CH:3]=[C:4]([C:12]2[N:16]=[C:15]([C:17]3[CH:22]=[CH:21][C:20]([NH:23][CH2:24][CH2:25][CH2:26][P:27](=[O:28])([OH:31])[OH:34])=[CH:19][CH:18]=3)[O:14][N:13]=2)[CH:5]=[CH:6][C:7]=1[O:8][CH:9]([CH3:11])[CH3:10]. (6) Given the reactants [Li]CCCC.CCCCCC.[CH3:12][C:13](=[N:15][OH:16])[CH3:14].[CH3:17][C:18]1([CH3:29])[CH2:26][C:25]2[C:20](=[CH:21][C:22]([CH3:27])=[CH:23][CH:24]=2)[C:19]1=[O:28].[Cl-].[NH4+], predict the reaction product. The product is: [OH:28][C:19]1([CH2:12][C:13](=[N:15][OH:16])[CH3:14])[C:20]2[C:25](=[CH:24][CH:23]=[C:22]([CH3:27])[CH:21]=2)[CH2:26][C:18]1([CH3:29])[CH3:17].